This data is from NCI-60 drug combinations with 297,098 pairs across 59 cell lines. The task is: Regression. Given two drug SMILES strings and cell line genomic features, predict the synergy score measuring deviation from expected non-interaction effect. (1) Drug 1: CC1=C2C(C(=O)C3(C(CC4C(C3C(C(C2(C)C)(CC1OC(=O)C(C(C5=CC=CC=C5)NC(=O)OC(C)(C)C)O)O)OC(=O)C6=CC=CC=C6)(CO4)OC(=O)C)O)C)O. Cell line: A498. Synergy scores: CSS=7.22, Synergy_ZIP=-1.38, Synergy_Bliss=1.83, Synergy_Loewe=-30.5, Synergy_HSA=1.84. Drug 2: C1=NNC2=C1C(=O)NC=N2. (2) Drug 1: CCN(CC)CCNC(=O)C1=C(NC(=C1C)C=C2C3=C(C=CC(=C3)F)NC2=O)C. Drug 2: N.N.Cl[Pt+2]Cl. Cell line: NCI-H226. Synergy scores: CSS=13.6, Synergy_ZIP=-4.83, Synergy_Bliss=-1.45, Synergy_Loewe=-0.797, Synergy_HSA=-0.321. (3) Drug 1: CC(C1=C(C=CC(=C1Cl)F)Cl)OC2=C(N=CC(=C2)C3=CN(N=C3)C4CCNCC4)N. Drug 2: C1CC(=O)NC(=O)C1N2C(=O)C3=CC=CC=C3C2=O. Cell line: LOX IMVI. Synergy scores: CSS=9.43, Synergy_ZIP=-2.11, Synergy_Bliss=3.20, Synergy_Loewe=-9.48, Synergy_HSA=2.41. (4) Drug 1: CCC1(CC2CC(C3=C(CCN(C2)C1)C4=CC=CC=C4N3)(C5=C(C=C6C(=C5)C78CCN9C7C(C=CC9)(C(C(C8N6C)(C(=O)OC)O)OC(=O)C)CC)OC)C(=O)OC)O.OS(=O)(=O)O. Drug 2: C1=NC(=NC(=O)N1C2C(C(C(O2)CO)O)O)N. Cell line: EKVX. Synergy scores: CSS=6.60, Synergy_ZIP=-4.65, Synergy_Bliss=-5.50, Synergy_Loewe=-9.80, Synergy_HSA=-4.05. (5) Drug 1: CC12CCC(CC1=CCC3C2CCC4(C3CC=C4C5=CN=CC=C5)C)O. Drug 2: CC(C)NC(=O)C1=CC=C(C=C1)CNNC.Cl. Cell line: MOLT-4. Synergy scores: CSS=34.6, Synergy_ZIP=26.0, Synergy_Bliss=25.7, Synergy_Loewe=21.7, Synergy_HSA=23.1.